This data is from Full USPTO retrosynthesis dataset with 1.9M reactions from patents (1976-2016). The task is: Predict the reactants needed to synthesize the given product. (1) Given the product [CH:3]1([C:6]2[C:32]([CH:33]3[CH2:34][CH2:35]3)=[CH:31][C:9]([CH2:10][N:11]3[CH2:12][C:13]4([CH2:18][C:17]([N:19]5[CH2:24][CH2:23][C:22]([CH3:30])([C:25]([OH:27])=[O:26])[CH2:21][CH2:20]5)=[N:16][O:15]4)[CH2:14]3)=[C:8]([O:36][CH:37]([CH3:38])[CH3:39])[C:7]=2[F:40])[CH2:5][CH2:4]1, predict the reactants needed to synthesize it. The reactants are: [OH-].[Na+].[CH:3]1([C:6]2[C:32]([CH:33]3[CH2:35][CH2:34]3)=[CH:31][C:9]([CH2:10][N:11]3[CH2:14][C:13]4([CH2:18][C:17]([N:19]5[CH2:24][CH2:23][C:22]([CH3:30])([C:25]([O:27]CC)=[O:26])[CH2:21][CH2:20]5)=[N:16][O:15]4)[CH2:12]3)=[C:8]([O:36][CH:37]([CH3:39])[CH3:38])[C:7]=2[F:40])[CH2:5][CH2:4]1. (2) Given the product [Br:1][C:5]1[N:4]=[N:3][C:12]2[C:7]([C:6]=1[OH:13])=[CH:8][CH:9]=[CH:10][CH:11]=2, predict the reactants needed to synthesize it. The reactants are: [Br:1]Br.[N:3]1[C:12]2[C:7](=[CH:8][CH:9]=[CH:10][CH:11]=2)[C:6]([OH:13])=[CH:5][N:4]=1.C([O-])(=O)C.[K+]. (3) Given the product [F:17][C:4]1[CH:3]=[C:2]([C:22]2[CH:23]=[N:24][C:19]([F:18])=[CH:20][CH:21]=2)[C:10]2[N:9]3[CH2:11][CH2:12][NH:13][C:14](=[O:15])[C:8]3=[C:7]([CH3:16])[C:6]=2[CH:5]=1, predict the reactants needed to synthesize it. The reactants are: Br[C:2]1[C:10]2[N:9]3[CH2:11][CH2:12][NH:13][C:14](=[O:15])[C:8]3=[C:7]([CH3:16])[C:6]=2[CH:5]=[C:4]([F:17])[CH:3]=1.[F:18][C:19]1[N:24]=[CH:23][C:22](B(O)O)=[CH:21][CH:20]=1.